This data is from Catalyst prediction with 721,799 reactions and 888 catalyst types from USPTO. The task is: Predict which catalyst facilitates the given reaction. (1) Reactant: C1(P(C2C=CC=CC=2)C2C=CC=CC=2)C=CC=CC=1.O1CCOCC1.Br[C:27]1[N:35]2[C:30]([CH:31]=[N:32][C:33]([NH:36][C:37]3[CH:38]=[N:39][C:40]([N:43]4[CH2:48][CH2:47][O:46][CH2:45][CH2:44]4)=[CH:41][CH:42]=3)=[N:34]2)=[CH:29][CH:28]=1.[Cl:49][C:50]1[CH:51]=[C:52](B(O)O)[CH:53]=[CH:54][CH:55]=1.CN(C)C=O.C(=O)([O-])[O-].[Na+].[Na+].O. Product: [Cl:49][C:50]1[CH:55]=[C:54]([C:27]2[N:35]3[C:30]([CH:31]=[N:32][C:33]([NH:36][C:37]4[CH:38]=[N:39][C:40]([N:43]5[CH2:48][CH2:47][O:46][CH2:45][CH2:44]5)=[CH:41][CH:42]=4)=[N:34]3)=[CH:29][CH:28]=2)[CH:53]=[CH:52][CH:51]=1. The catalyst class is: 167. (2) Reactant: Br[C:2]1[CH:10]=[CH:9][CH:8]=[C:7]2[C:3]=1[C:4]([C:15]([N:17]1[CH2:22][CH2:21][CH:20]([C:23]3[CH:24]=[C:25]([CH:34]=[CH:35][C:36]=3[F:37])[CH2:26][NH:27][C:28](=[O:33])[C:29]([F:32])([F:31])[F:30])[CH2:19][CH2:18]1)=[O:16])=[CH:5][N:6]2[CH2:11][CH2:12][O:13][CH3:14].C(=O)([O-])[O-].[Cs+].[Cs+].[CH2:44]([Cl:46])Cl. Product: [Cl:46][C:44]1[CH:3]=[C:4]([C:2]2[CH:10]=[CH:9][CH:8]=[C:7]3[C:3]=2[C:4]([C:15]([N:17]2[CH2:18][CH2:19][CH:20]([C:23]4[CH:24]=[C:25]([CH:34]=[CH:35][C:36]=4[F:37])[CH2:26][NH:27][C:28](=[O:33])[C:29]([F:31])([F:32])[F:30])[CH2:21][CH2:22]2)=[O:16])=[CH:5][N:6]3[CH2:11][CH2:12][O:13][CH3:14])[CH:5]=[N:6][CH:7]=1. The catalyst class is: 117. (3) Reactant: C1(S(N2C3=NC=C([N+]([O-])=O)C(Cl)=C3C=C2)(=O)=[O:8])C=CC=CC=1.[CH2:23]([N:30]1CC[CH:33]([NH2:36])[C:32]([F:38])(F)[CH2:31]1)[C:24]1[CH:29]=[CH:28][CH:27]=[CH:26][CH:25]=1.C(N([CH:45]([CH3:47])C)CC)(C)C. Product: [F:38][C:32]1[CH:33]=[N:36][CH:45]=[CH:47][C:31]=1[NH:30][C:23](=[O:8])[C:24]1[CH:25]=[CH:26][CH:27]=[CH:28][CH:29]=1. The catalyst class is: 41. (4) Reactant: [F:1][C:2]1[CH:7]=[CH:6][C:5]([O:8][CH3:9])=[CH:4][C:3]=1[C:10]1[C:15]([CH2:16][C:17]2([C:22]#[N:23])[CH2:21][CH2:20][CH2:19][CH2:18]2)=[CH:14][C:13]([CH2:24]O)=[CH:12][N:11]=1.C1(P(C2C=CC=CC=2)C2C=CC=CC=2)C=CC=CC=1.C(Br)(Br)(Br)[Br:46].O. Product: [Br:46][CH2:24][C:13]1[CH:14]=[C:15]([CH2:16][C:17]2([C:22]#[N:23])[CH2:21][CH2:20][CH2:19][CH2:18]2)[C:10]([C:3]2[CH:4]=[C:5]([O:8][CH3:9])[CH:6]=[CH:7][C:2]=2[F:1])=[N:11][CH:12]=1. The catalyst class is: 11. (5) Reactant: [CH3:1][O:2][C:3]1[CH:23]=[CH:22][C:6]2[N:7]=[C:8]([S:10][CH2:11][C:12]3[C:17]([CH3:18])=[C:16]([O:19][CH3:20])[C:15]([CH3:21])=[CH:14][N:13]=3)[NH:9][C:5]=2[C:4]=1[S:24]([C:27]1[C:38]([CH3:39])=[CH:37][C:30]([O:31][CH2:32][C:33]([O:35][CH3:36])=[O:34])=[CH:29][C:28]=1[CH3:40])(=[O:26])=[O:25].ClC1C=C(C=CC=1)C(OO)=[O:46]. Product: [CH3:1][O:2][C:3]1[CH:23]=[CH:22][C:6]2[N:7]=[C:8]([S:10]([CH2:11][C:12]3[C:17]([CH3:18])=[C:16]([O:19][CH3:20])[C:15]([CH3:21])=[CH:14][N:13]=3)=[O:46])[NH:9][C:5]=2[C:4]=1[S:24]([C:27]1[C:28]([CH3:40])=[CH:29][C:30]([O:31][CH2:32][C:33]([O:35][CH3:36])=[O:34])=[CH:37][C:38]=1[CH3:39])(=[O:26])=[O:25]. The catalyst class is: 54. (6) Reactant: Br[C:2]1[CH:11]=[C:10]2[C:5]([CH2:6][CH2:7][CH2:8][C:9]2([CH3:13])[CH3:12])=[CH:4][CH:3]=1.C([Sn](CCCC)(CCCC)[C:19]([O:21]CC)=[CH2:20])CCC.Cl. Product: [CH3:12][C:9]1([CH3:13])[C:10]2[CH:11]=[C:2]([C:19](=[O:21])[CH3:20])[CH:3]=[CH:4][C:5]=2[CH2:6][CH2:7][CH2:8]1. The catalyst class is: 516.